This data is from Catalyst prediction with 721,799 reactions and 888 catalyst types from USPTO. The task is: Predict which catalyst facilitates the given reaction. (1) Reactant: [CH:1]1([N:4]2[CH2:9][CH2:8][N:7]([CH2:10][C:11]([OH:13])=O)[CH2:6][CH2:5]2)[CH2:3][CH2:2]1.Cl.[N:15]1[CH:16]=[C:17]([S:24][C:25]2[CH:34]=[CH:33][C:28]3[N:29]=[C:30]([NH2:32])[S:31][C:27]=3[CH:26]=2)[N:18]2[CH:23]=[CH:22][CH:21]=[N:20][C:19]=12.Cl.CN(C)CCCN=C=NCC. Product: [CH:1]1([N:4]2[CH2:5][CH2:6][N:7]([CH2:10][C:11]([NH:32][C:30]3[S:31][C:27]4[CH:26]=[C:25]([S:24][C:17]5[N:18]6[CH:23]=[CH:22][CH:21]=[N:20][C:19]6=[N:15][CH:16]=5)[CH:34]=[CH:33][C:28]=4[N:29]=3)=[O:13])[CH2:8][CH2:9]2)[CH2:2][CH2:3]1. The catalyst class is: 17. (2) Reactant: [C:1]1([S:7][CH:8]2[CH2:12][C:11](=[O:13])[O:10][C:9]2=[O:14])[CH:6]=[CH:5][CH:4]=[CH:3][CH:2]=1.[Cl-].[Al+3].[Cl-].[Cl-].Cl. Product: [O:13]=[C:11]1[C:6]2[C:1](=[CH:2][CH:3]=[CH:4][CH:5]=2)[S:7][CH:8]([C:9]([OH:10])=[O:14])[CH2:12]1. The catalyst class is: 2.